From a dataset of Full USPTO retrosynthesis dataset with 1.9M reactions from patents (1976-2016). Predict the reactants needed to synthesize the given product. (1) Given the product [CH:11]1[CH:10]=[CH:9][CH:8]=[C:7]2[C:12]=1[CH:13]=[C:5]1[CH2:4][CH2:3][C:2](=[O:1])[CH2:14][N:6]12, predict the reactants needed to synthesize it. The reactants are: [O:1]=[C:2]1[CH:14](C(OC(C)(C)C)=O)[N:6]2[C:7]3[C:12]([CH:13]=[C:5]2[CH2:4][CH2:3]1)=[CH:11][CH:10]=[CH:9][CH:8]=3. (2) Given the product [CH2:13]([O:12][C:11]([NH:10][C@H:7]1[CH2:8][CH2:9][N:4]([C:1]2[O:3][C:24]([C:25]([O:27][CH2:28][CH3:29])=[O:26])=[C:30]([CH3:32])[N:2]=2)[CH2:5][C@H:6]1[O:21][CH3:22])=[O:20])[C:14]1[CH:15]=[CH:16][CH:17]=[CH:18][CH:19]=1, predict the reactants needed to synthesize it. The reactants are: [C:1]([N:4]1[CH2:9][CH2:8][C@H:7]([NH:10][C:11](=[O:20])[O:12][CH2:13][C:14]2[CH:19]=[CH:18][CH:17]=[CH:16][CH:15]=2)[C@H:6]([O:21][CH3:22])[CH2:5]1)(=[O:3])[NH2:2].Cl[CH:24]([C:30]([CH3:32])=O)[C:25]([O:27][CH2:28][CH3:29])=[O:26].C(=O)(O)[O-].[Na+]. (3) Given the product [F:1][C:2]([F:39])([F:38])[C:3]1[CH:4]=[C:5]([CH:31]=[C:32]([C:34]([F:37])([F:36])[F:35])[CH:33]=1)[CH2:6][N:7]1[CH2:14][CH2:13][CH2:12][NH:11][C:10]2[N:15]=[C:16]([N:49]3[CH2:50][CH2:51][N:46]([C:41]4[CH:42]=[CH:43][CH:44]=[CH:45][N:40]=4)[CH2:47][CH2:48]3)[N:17]=[C:18]([C:19]3[CH:24]=[CH:23][CH:22]=[CH:21][C:20]=3[CH3:25])[C:9]=2[C:8]1=[O:30], predict the reactants needed to synthesize it. The reactants are: [F:1][C:2]([F:39])([F:38])[C:3]1[CH:4]=[C:5]([CH:31]=[C:32]([C:34]([F:37])([F:36])[F:35])[CH:33]=1)[CH2:6][N:7]1[CH2:14][CH2:13][CH2:12][NH:11][C:10]2[N:15]=[C:16](S(C)(=O)=O)[N:17]=[C:18]([C:19]3[CH:24]=[CH:23][CH:22]=[CH:21][C:20]=3[CH3:25])[C:9]=2[C:8]1=[O:30].[N:40]1[CH:45]=[CH:44][CH:43]=[CH:42][C:41]=1[N:46]1[CH2:51][CH2:50][NH:49][CH2:48][CH2:47]1.